Task: Regression/Classification. Given a drug SMILES string, predict its absorption, distribution, metabolism, or excretion properties. Task type varies by dataset: regression for continuous measurements (e.g., permeability, clearance, half-life) or binary classification for categorical outcomes (e.g., BBB penetration, CYP inhibition). Dataset: cyp2c19_veith.. Dataset: CYP2C19 inhibition data for predicting drug metabolism from PubChem BioAssay (1) The drug is CC(C)OP(=O)(OC(C)C)C(NC(=O)c1ccc(Br)cc1)c1ccccc1. The result is 1 (inhibitor). (2) The compound is Cc1nnc2cc(-c3ccc(C(F)(F)F)cc3)cnn12. The result is 0 (non-inhibitor). (3) The drug is Cc1cc(NC(=S)Nc2ccccc2)ccc1Br. The result is 1 (inhibitor).